From a dataset of Experimentally validated miRNA-target interactions with 360,000+ pairs, plus equal number of negative samples. Binary Classification. Given a miRNA mature sequence and a target amino acid sequence, predict their likelihood of interaction. (1) The miRNA is hsa-miR-106b-5p with sequence UAAAGUGCUGACAGUGCAGAU. The protein sequence of the target gene is MDVAESPERDPHSPEDEEQPQGLSDDDILRDSGSDQDLDGAGVRASDLEDEESAARGPSQEEEDNHSDEEDRASEPKSQDQDSEVNELSRGPTSSPCEEEGDEGEEDRTSDLRDEASSVTRELDEHELDYDEEVPEEPAPAVQEDEAEKAGAEDDEEKGEGTPREEGKAGVQSVGEKESLEAAKEKKKEDDDGEIDDGEIDDDDLEEGEVKDPSDRKVRPRPTCRFFMKGNCTWGMNCRFIHPGVNDKGNYSLITKADPFPPNGAPPLGPHPLMPANPWGGPVVDEILPPPPPEPPTESA.... Result: 1 (interaction). (2) The miRNA is hsa-miR-6729-3p with sequence UCAUCCCCCUCGCCCUCUCAG. The protein sequence of the target gene is MGHFEKGQHALLNEGEENEMEIFGYRTQGCRKSLCLAGSIFSFGILPLVFYWRPAWHVWAHCVPCSLQEADTVLLRTTDEFQIYSWKKVIWIYLSALNSAFGLTPDHPLMTDEEYIINRAIRKPDLKVRCIKVQKIRYVWNYLEGQFQKIGSLEDWLSSAKIHQKFGSGLTREEQEIRRLICGPNTIDVEVTPIWKLLIKEVLNPFYIFQLFSVCLWFSEDYKEYAFAIIIMSIISISLTVYDLREQSVKLHHLVESHNSITVSVCGRKAGVQELESRVLVPGDLLILTGNKVLMPCDAV.... Result: 1 (interaction). (3) The miRNA is mmu-miR-466m-3p with sequence UACAUACACACAUACACACGCA. The protein sequence of the target gene is MSQGLPAAGSVLQRSVAAPGNQPQPQPQQQSPEDDDRKVRRREKNRVAAQRSRKKQTQKADKLHEEYESLEQENTMLRREIGKLTEELKHLTEALKEHEKMCPLLLCPMNFVPVPPRPDPVAGCLPR. Result: 0 (no interaction). (4) The miRNA is dme-miR-286-3p with sequence UGACUAGACCGAACACUCGUGCU. The protein sequence of the target gene is MKVMDALQSGRRKPLPVALLCILVTVFCVLECHGADLTSPTKKSAPLRITKPQPTSQQAKPISITTRAPTTVASTTDDEVSSSVDGQLAPLISSTTEGPSSGTTASLVPEICLNGLQLTVNSADEGTVIRKQEEFVKILEGDVVLSVLTKDPDSALFVINRVNQANLIMADFEIGIRAISIDNASLAENLLIQEVQFLQQCTTYSMGIFVDWELYKQLESVIKDLEYNIWPIPGTRAHLFPKVAHLLHQMPWGEKIASVEIATETLEMYNEFMEAARQEHMCLMHFKSDDNVYIMFGNKL.... Result: 1 (interaction).